From a dataset of Full USPTO retrosynthesis dataset with 1.9M reactions from patents (1976-2016). Predict the reactants needed to synthesize the given product. (1) Given the product [CH3:18][C:4]1([CH3:3])[C:12]2[CH:11]=[C:10]([NH2:62])[CH:9]=[CH:8][C:7]=2[C:6]([C:43]2[CH:42]=[CH:41][C:40]([NH2:38])=[CH:45][CH:44]=2)([CH3:1])[CH2:5]1.[CH:64]1[C:65]([C:68]([C:12]2[CH:7]=[CH:8][C:9]3[C:16]([O:15][C:13](=[O:14])[C:10]=3[CH:11]=2)=[O:17])=[O:69])=[CH:66][C:56]2[C:57]([O:60][C:54](=[O:61])[C:55]=2[CH:63]=1)=[O:30], predict the reactants needed to synthesize it. The reactants are: [CH:1]1[C:6]([C:7]2[CH:12]=[CH:11][C:10]3[C:13]([O:15][C:16](=[O:17])[C:9]=3[CH:8]=2)=[O:14])=[CH:5][C:4]2[C:18](OC(=O)[C:3]=2C=1)=O.CCCCCCC[O:30][C:43]1[CH:44]=[CH:45][C:40]([NH:38][N+:38]([C:40]2[CH:45]=[CH:44][C:43](OCCCCCCC)=[CH:42][CH:41]=2)=[O:30])=[CH:41][CH:42]=1.[C:54]1(=[O:61])[O:60][CH:57](CC)[CH2:56][CH2:55]1.[N:62]1C=[CH:66][CH:65]=[CH:64][CH:63]=1.[CH3:68][OH:69]. (2) Given the product [C:6]([NH:9][C@H:10]([C:11]([O:13][CH3:44])=[O:12])[CH2:14][S:15][C:16]([O:18][C:19]1[CH:24]=[CH:23][C:22]([C:25]2[CH:30]=[CH:29][C:28]([F:31])=[CH:27][C:26]=2[F:32])=[CH:21][C:20]=1[C:33]([O:35][CH2:36][C:37]1[CH:38]=[CH:39][CH:40]=[CH:41][CH:42]=1)=[O:34])=[O:17])(=[O:8])[CH3:7], predict the reactants needed to synthesize it. The reactants are: OS(O)(=O)=O.[C:6]([NH:9][C@@H:10]([CH2:14][S:15][C:16]([O:18][C:19]1[CH:24]=[CH:23][C:22]([C:25]2[CH:30]=[CH:29][C:28]([F:31])=[CH:27][C:26]=2[F:32])=[CH:21][C:20]=1[C:33]([O:35][CH2:36][C:37]1[CH:42]=[CH:41][CH:40]=[CH:39][CH:38]=1)=[O:34])=[O:17])[C:11]([OH:13])=[O:12])(=[O:8])[CH3:7].O.[CH3:44]O.